This data is from Full USPTO retrosynthesis dataset with 1.9M reactions from patents (1976-2016). The task is: Predict the reactants needed to synthesize the given product. (1) Given the product [CH:2]([C@H:3]1[CH2:7][CH2:6][C:5](=[O:8])[N:4]1[CH2:9][CH2:10][CH2:11][C:12]1[S:16][C:15]([C:17]([O:19][CH3:20])=[O:18])=[CH:14][CH:13]=1)=[O:1], predict the reactants needed to synthesize it. The reactants are: [OH:1][CH2:2][C@H:3]1[CH2:7][CH2:6][C:5](=[O:8])[N:4]1[CH2:9][CH2:10][CH2:11][C:12]1[S:16][C:15]([C:17]([O:19][CH3:20])=[O:18])=[CH:14][CH:13]=1.CC(OI1(OC(C)=O)(OC(C)=O)OC(=O)C2C=CC=CC1=2)=O.ClCCl. (2) Given the product [CH:28]1([C:10]2([OH:18])[C:11]3[C:12](=[N:13][CH:14]=[CH:15][CH:16]=3)[O:17][C:7]3[CH:6]=[CH:5][CH:4]=[C:3]([O:2][CH3:1])[C:8]=3[CH2:9]2)[CH2:27][CH2:31]1, predict the reactants needed to synthesize it. The reactants are: [CH3:1][O:2][C:3]1[C:8]2[CH2:9][C:10](=[O:18])[C:11]3[C:12]([O:17][C:7]=2[CH:6]=[CH:5][CH:4]=1)=[N:13][CH:14]=[CH:15][CH:16]=3.[Cl-].[NH4+].C(OCC)(=O)C.[CH2:27]1[CH2:31]OC[CH2:28]1. (3) Given the product [CH:1]1([N:5]2[CH2:9][CH2:8][C@@H:7]([N:10]3[CH2:19][CH2:18][C:17]4[C:12](=[CH:13][CH:14]=[C:15]([C:20]5[CH:29]=[CH:28][C:23]([C:24]([OH:26])=[O:25])=[CH:22][C:21]=5[F:30])[CH:16]=4)[C:11]3=[O:31])[CH2:6]2)[CH2:2][CH2:3][CH2:4]1, predict the reactants needed to synthesize it. The reactants are: [CH:1]1([N:5]2[CH2:9][CH2:8][C@@H:7]([N:10]3[CH2:19][CH2:18][C:17]4[C:12](=[CH:13][CH:14]=[C:15]([C:20]5[CH:29]=[CH:28][C:23]([C:24]([O:26]C)=[O:25])=[CH:22][C:21]=5[F:30])[CH:16]=4)[C:11]3=[O:31])[CH2:6]2)[CH2:4][CH2:3][CH2:2]1. (4) Given the product [OH:25][C@@H:22]1[CH2:23][CH2:24][C@H:19]([NH:18][S:17]([C:4]2[S:3][CH:2]=[C:6]([C:7]3[S:11][C:10]([NH:12][C:13](=[O:15])[CH3:14])=[N:9][C:8]=3[CH3:16])[CH:5]=2)(=[O:26])=[O:27])[CH2:20][CH2:21]1, predict the reactants needed to synthesize it. The reactants are: Br[C:2]1[S:3][C:4]([S:17](=[O:27])(=[O:26])[NH:18][CH:19]2[CH2:24][CH2:23][CH:22]([OH:25])[CH2:21][CH2:20]2)=[CH:5][C:6]=1[C:7]1[S:11][C:10]([NH:12][C:13](=[O:15])[CH3:14])=[N:9][C:8]=1[CH3:16].C([Li])CCC. (5) Given the product [Cl:1][C:2]1[CH:3]=[C:4]2[C:8](=[CH:9][CH:10]=1)[NH:7][C:6]([C:11]([F:22])=[O:13])=[CH:5]2, predict the reactants needed to synthesize it. The reactants are: [Cl:1][C:2]1[CH:3]=[C:4]2[C:8](=[CH:9][CH:10]=1)[NH:7][C:6]([C:11]([OH:13])=O)=[CH:5]2.N1C=CC=CC=1.N1C(F)=NC(F)=NC=1[F:22].